This data is from Forward reaction prediction with 1.9M reactions from USPTO patents (1976-2016). The task is: Predict the product of the given reaction. (1) Given the reactants [C:1]1([C@:7]2([C:20]([O:22][CH3:23])=[O:21])[CH2:11][CH2:10][C:9](OS(C(F)(F)F)(=O)=O)=[CH:8]2)[CH:6]=[CH:5][CH:4]=[CH:3][CH:2]=1.[C:24]1(B(O)O)[CH:29]=[CH:28][CH:27]=[CH:26][CH:25]=1, predict the reaction product. The product is: [C:1]1([C@:7]2([C:20]([O:22][CH3:23])=[O:21])[CH2:11][CH2:10][C:9]([C:24]3[CH:29]=[CH:28][CH:27]=[CH:26][CH:25]=3)=[CH:8]2)[CH:6]=[CH:5][CH:4]=[CH:3][CH:2]=1. (2) Given the reactants Br[C:2]1[CH:25]=[CH:24][C:5]([C:6]([NH:8][C:9]2[CH:14]=[C:13]([N:15]3[CH2:20][CH2:19][O:18][CH2:17][CH2:16]3)[N:12]3[N:21]=[CH:22][CH:23]=[C:11]3[N:10]=2)=[O:7])=[CH:4][CH:3]=1.N1C=CC=C[CH:27]=1.[F:32][C:33]([F:45])([F:44])[O:34]C1C=CC(C(Cl)=O)=CC=1, predict the reaction product. The product is: [CH3:27][C:22]1[CH:23]=[C:11]2[N:10]=[C:9]([NH:8][C:6](=[O:7])[C:5]3[CH:24]=[CH:25][C:2]([O:34][C:33]([F:45])([F:44])[F:32])=[CH:3][CH:4]=3)[CH:14]=[C:13]([N:15]3[CH2:20][CH2:19][O:18][CH2:17][CH2:16]3)[N:12]2[N:21]=1. (3) The product is: [Br:1][C:2]1[CH:3]=[C:4]([NH2:19])[C:5]([NH:8][C:9]([CH3:17])([CH3:18])[CH2:10][N:11]2[CH2:16][CH2:15][O:14][CH2:13][CH2:12]2)=[CH:6][CH:7]=1. Given the reactants [Br:1][C:2]1[CH:7]=[CH:6][C:5]([NH:8][C:9]([CH3:18])([CH3:17])[CH2:10][N:11]2[CH2:16][CH2:15][O:14][CH2:13][CH2:12]2)=[C:4]([N+:19]([O-])=O)[CH:3]=1.[H][H], predict the reaction product. (4) Given the reactants Cl[C:2]1[C:11]2[C:6](=[CH:7][CH:8]=[CH:9][CH:10]=2)[C:5]([N:12]2[CH2:17][CH2:16][N:15]([C:18]([O:20][C:21]([CH3:24])([CH3:23])[CH3:22])=[O:19])[C@@H:14]([CH3:25])[CH2:13]2)=[N:4][N:3]=1.[CH3:26][O:27][C:28]1[CH:33]=[CH:32][C:31](B(O)O)=[CH:30][CH:29]=1.[F-].[Cs+], predict the reaction product. The product is: [CH3:26][O:27][C:28]1[CH:33]=[CH:32][C:31]([C:2]2[C:11]3[C:6](=[CH:7][CH:8]=[CH:9][CH:10]=3)[C:5]([N:12]3[CH2:17][CH2:16][N:15]([C:18]([O:20][C:21]([CH3:24])([CH3:23])[CH3:22])=[O:19])[C@@H:14]([CH3:25])[CH2:13]3)=[N:4][N:3]=2)=[CH:30][CH:29]=1. (5) The product is: [F:34][C:35]([F:40])([F:39])[C:36]([OH:38])=[O:37].[CH2:23]([O:22][C:20](=[O:21])[NH:19][CH2:18][CH:16]1[O:15][C:14]2[CH:30]=[CH:31][C:11]([CH2:10][CH:9]([NH:7][CH3:6])[CH3:32])=[CH:12][C:13]=2[O:17]1)[C:24]1[CH:25]=[CH:26][CH:27]=[CH:28][CH:29]=1. Given the reactants C(O[C:6](=O)[N:7]([CH:9]([CH3:32])[CH2:10][C:11]1[CH:31]=[CH:30][C:14]2[O:15][CH:16]([CH2:18][NH:19][C:20]([O:22][CH2:23][C:24]3[CH:29]=[CH:28][CH:27]=[CH:26][CH:25]=3)=[O:21])[O:17][C:13]=2[CH:12]=1)C)(C)(C)C.[F:34][C:35]([F:40])([F:39])[C:36]([OH:38])=[O:37], predict the reaction product. (6) Given the reactants [OH:1][C:2]1[CH:10]=[CH:9][C:5]([C:6]([OH:8])=O)=[CH:4][CH:3]=1.[CH2:11]([NH:13][CH2:14][CH3:15])[CH3:12].O.ON1C2C=CC=CC=2N=N1.Cl.CN(C)CCCN=C=NCC.Cl, predict the reaction product. The product is: [CH2:11]([N:13]([CH2:14][CH3:15])[C:6](=[O:8])[C:5]1[CH:4]=[CH:3][C:2]([OH:1])=[CH:10][CH:9]=1)[CH3:12]. (7) Given the reactants Br[C:2]1[CH:9]=[CH:8][C:5]([C:6]#[N:7])=[CH:4][CH:3]=1.[N+:10]([C:13]1[CH:19]=[C:18]([C:20]([F:23])([F:22])[F:21])[CH:17]=[CH:16][C:14]=1[NH2:15])([O-:12])=[O:11].C([O-])([O-])=O.[Cs+].[Cs+], predict the reaction product. The product is: [N+:10]([C:13]1[CH:19]=[C:18]([C:20]([F:21])([F:22])[F:23])[CH:17]=[CH:16][C:14]=1[NH:15][C:2]1[CH:9]=[CH:8][C:5]([C:6]#[N:7])=[CH:4][CH:3]=1)([O-:12])=[O:11]. (8) Given the reactants [CH:1]1[C:13]2[CH:12]([CH2:14][O:15][C:16]([NH:18][C@H:19]([C@H:23]([OH:25])[CH3:24])[C:20](O)=[O:21])=[O:17])[C:11]3[C:6](=[CH:7][CH:8]=[CH:9][CH:10]=3)[C:5]=2[CH:4]=[CH:3][CH:2]=1.Cl.[F:27][CH:28]1[CH2:31][NH:30][CH2:29]1.CN(C(ON1N=NC2C=CC=NC1=2)=[N+](C)C)C.F[P-](F)(F)(F)(F)F.C(N(CC)C(C)C)(C)C.CN1CCOCC1, predict the reaction product. The product is: [CH:10]1[C:11]2[CH:12]([CH2:14][O:15][C:16](=[O:17])[NH:18][C@@H:19]([C:20]([N:30]3[CH2:31][CH:28]([F:27])[CH2:29]3)=[O:21])[C@H:23]([OH:25])[CH3:24])[C:13]3[C:5](=[CH:4][CH:3]=[CH:2][CH:1]=3)[C:6]=2[CH:7]=[CH:8][CH:9]=1. (9) Given the reactants [N:1]1([C:6]2[CH:7]=[C:8]([CH:11]=[CH:12][CH:13]=2)[CH:9]=O)[CH:5]=[N:4][CH:3]=[N:2]1.C(N(CC)CC)C.Cl.[NH2:22][OH:23], predict the reaction product. The product is: [N:1]1([C:6]2[CH:7]=[C:8]([CH:11]=[CH:12][CH:13]=2)[CH:9]=[N:22][OH:23])[CH:5]=[N:4][CH:3]=[N:2]1.